This data is from Reaction yield outcomes from USPTO patents with 853,638 reactions. The task is: Predict the reaction yield, written as a fraction of the theoretical maximum amount of product (1.0 means a 100% yield; for example, 0.34 means a 34% yield). (1) The reactants are Cl[C:2]([C:4]1[CH:9]=[CH:8][CH:7]=[CH:6][C:5]=1[C:10]1[CH:11]=[C:12]2[C:17](=[CH:18][CH:19]=1)[C@H:16]([NH:20][C:21](=[O:27])[O:22][C:23]([CH3:26])([CH3:25])[CH3:24])[CH2:15][CH2:14][CH2:13]2)=[O:3].C(Cl)Cl.CC[N:33](CC)[CH2:34][CH3:35].C([NH2:41])(=O)C. The catalyst is C1(C)C=CC=CC=1. The product is [CH3:35][C:34]1[N:41]=[C:2]([C:4]2[CH:9]=[CH:8][CH:7]=[CH:6][C:5]=2[C:10]2[CH:11]=[C:12]3[C:17](=[CH:18][CH:19]=2)[C@H:16]([NH:20][C:21](=[O:27])[O:22][C:23]([CH3:26])([CH3:25])[CH3:24])[CH2:15][CH2:14][CH2:13]3)[O:3][N:33]=1. The yield is 0.480. (2) The reactants are [H-].[Na+].[N+:3]([C:6]1[CH:11]=[CH:10][CH:9]=[CH:8][C:7]=1[S:12]([O:15][C:16]1[CH:21]=[CH:20][C:19]([CH:22]([OH:37])[CH2:23][NH:24][S:25]([C:28]2[CH:33]=[CH:32][CH:31]=[CH:30][C:29]=2[N+:34]([O-:36])=[O:35])(=[O:27])=[O:26])=[CH:18][CH:17]=1)(=[O:14])=[O:13])([O-:5])=[O:4].C([Si]([O:45][CH2:46][CH2:47]I)(C)C)(C)(C)C.C(=O)([O-])O.[Na+].Cl. The catalyst is CN(C)C=O.CO. The product is [N+:3]([C:6]1[CH:11]=[CH:10][CH:9]=[CH:8][C:7]=1[S:12]([O:15][C:16]1[CH:21]=[CH:20][C:19]([CH:22]([OH:37])[CH2:23][N:24]([CH2:47][CH2:46][OH:45])[S:25]([C:28]2[CH:33]=[CH:32][CH:31]=[CH:30][C:29]=2[N+:34]([O-:36])=[O:35])(=[O:27])=[O:26])=[CH:18][CH:17]=1)(=[O:13])=[O:14])([O-:5])=[O:4]. The yield is 0.680. (3) The reactants are [C:1]([S:4][CH:5]1[CH2:10][CH2:9][N:8](C(OC(C)(C)C)=O)[CH2:7][CH2:6]1)(=[O:3])[CH3:2].C(OCC)(=O)C.[ClH:24]. The catalyst is C(OCC)(=O)C. The product is [ClH:24].[C:1]([S:4][CH:5]1[CH2:10][CH2:9][NH:8][CH2:7][CH2:6]1)(=[O:3])[CH3:2]. The yield is 0.940. (4) The reactants are Cl[C:2]1[C:7]([N+:8]([O-:10])=[O:9])=[CH:6][CH:5]=[C:4]([Cl:11])[N:3]=1.C(=O)([O-])[O-].[K+].[K+].[CH3:18][O:19][C:20]1[CH:21]=[C:22]([CH2:28][CH2:29][NH2:30])[CH:23]=[CH:24][C:25]=1[O:26][CH3:27]. The catalyst is C(O)C. The product is [Cl:11][C:4]1[N:3]=[C:2]([NH:30][CH2:29][CH2:28][C:22]2[CH:23]=[CH:24][C:25]([O:26][CH3:27])=[C:20]([O:19][CH3:18])[CH:21]=2)[C:7]([N+:8]([O-:10])=[O:9])=[CH:6][CH:5]=1. The yield is 0.860. (5) The reactants are I.[Cl:2][C:3]1[CH:4]=[C:5]([NH:10][C:11](=[NH:14])SC)[CH:6]=[CH:7][C:8]=1[CH3:9].CS(O)(=O)=O.[NH2:20][CH2:21][C:22]1[CH:23]=[C:24]2[C:28](=[CH:29][CH:30]=1)[C:27](=[O:31])[N:26]([CH:32]1[CH2:37][CH2:36][C:35](=[O:38])[NH:34][C:33]1=[O:39])[CH2:25]2.CCN(C(C)C)C(C)C. The catalyst is CN(C=O)C. The product is [ClH:2].[Cl:2][C:3]1[CH:4]=[C:5]([NH:10][C:11]([NH:20][CH2:21][C:22]2[CH:23]=[C:24]3[C:28](=[CH:29][CH:30]=2)[C:27](=[O:31])[N:26]([CH:32]2[CH2:37][CH2:36][C:35](=[O:38])[NH:34][C:33]2=[O:39])[CH2:25]3)=[NH:14])[CH:6]=[CH:7][C:8]=1[CH3:9]. The yield is 0.270. (6) The reactants are F[C:2](F)(F)C(O)=O.[Cl:8][C:9]1[C:10]([F:37])=[C:11]([CH:15]2[C:19]([C:22]3[CH:27]=[CH:26][C:25]([Cl:28])=[CH:24][CH:23]=3)([C:20]#[N:21])[CH:18](CC(C)(C)C)[NH:17][CH:16]2[C:34](O)=[O:35])[CH:12]=[CH:13][CH:14]=1.CC1(C)[O:43][C@@H:42]([CH2:44][CH2:45][NH2:46])[CH2:41][O:40]1.CN(C(ON1N=NC2[CH:59]=[CH:60][CH:61]=NC1=2)=[N+](C)C)C.F[P-](F)(F)(F)(F)F.CCN(C(C)C)C(C)C.Cl. The catalyst is C(Cl)Cl.O1CCCC1. The product is [OH:43][C@H:42]([CH2:41][OH:40])[CH2:44][CH2:45][NH:46][C:34]([CH:16]1[CH:15]([C:11]2[CH:12]=[CH:13][CH:14]=[C:9]([Cl:8])[C:10]=2[F:37])[C:19]([C:22]2[CH:23]=[CH:24][C:25]([Cl:28])=[CH:26][CH:27]=2)([C:20]#[N:21])[CH:18]([C:60]([CH3:59])([CH3:61])[CH3:2])[NH:17]1)=[O:35]. The yield is 0.580. (7) The reactants are [Cl:1][C:2]1[CH:3]=[C:4]([C@H:8]2[CH2:12][O:11][C:10](=[O:13])[N:9]2[C:14]2[CH:19]=[CH:18][N:17]3[N:20]=[CH:21][C:22]([C:23]4[CH:28]=[CH:27][C:26]([C:29]5[N:33]=[CH:32][N:31](COCC[Si](C)(C)C)[N:30]=5)=[C:25]([F:42])[CH:24]=4)=[C:16]3[N:15]=2)[CH:5]=[CH:6][CH:7]=1.C(O)(C(F)(F)F)=O. The catalyst is C(Cl)Cl. The product is [Cl:1][C:2]1[CH:3]=[C:4]([C@H:8]2[CH2:12][O:11][C:10](=[O:13])[N:9]2[C:14]2[CH:19]=[CH:18][N:17]3[N:20]=[CH:21][C:22]([C:23]4[CH:28]=[CH:27][C:26]([C:29]5[N:33]=[CH:32][NH:31][N:30]=5)=[C:25]([F:42])[CH:24]=4)=[C:16]3[N:15]=2)[CH:5]=[CH:6][CH:7]=1. The yield is 0.430. (8) The reactants are [N:1]1[C:10]2[CH:9]([NH2:11])[CH2:8][CH2:7][CH2:6][C:5]=2[CH:4]=[CH:3][CH:2]=1.[O:12]=[C:13]1[C:21]2[C:16](=[CH:17][CH:18]=[CH:19][CH:20]=2)[C:15](=[O:22])[N:14]1[CH2:23][CH2:24][CH2:25][CH:26]=O.[BH-](OC(C)=O)(OC(C)=O)OC(C)=O.[Na+]. The catalyst is C(Cl)Cl. The product is [N:1]1[C:10]2[CH:9]([NH:11][CH2:26][CH2:25][CH2:24][CH2:23][N:14]3[C:15](=[O:22])[C:16]4[C:21](=[CH:20][CH:19]=[CH:18][CH:17]=4)[C:13]3=[O:12])[CH2:8][CH2:7][CH2:6][C:5]=2[CH:4]=[CH:3][CH:2]=1. The yield is 0.520. (9) The reactants are [CH2:1]([N:8]1[C:12]([NH2:13])=[CH:11][N:10]=[N:9]1)[C:2]1[CH:7]=[CH:6][CH:5]=[CH:4][CH:3]=1.[Si:14]([O:21][CH:22]1[CH2:27][CH2:26][C:25](=O)[CH2:24][CH2:23]1)([C:17]([CH3:20])([CH3:19])[CH3:18])([CH3:16])[CH3:15].C(O[BH-](OC(=O)C)OC(=O)C)(=O)C.[Na+]. The catalyst is C(O)(=O)C. The product is [CH2:1]([N:8]1[C:12]([NH:13][CH:25]2[CH2:26][CH2:27][CH:22]([O:21][Si:14]([C:17]([CH3:20])([CH3:19])[CH3:18])([CH3:15])[CH3:16])[CH2:23][CH2:24]2)=[CH:11][N:10]=[N:9]1)[C:2]1[CH:7]=[CH:6][CH:5]=[CH:4][CH:3]=1. The yield is 0.470. (10) The reactants are [C:1](Cl)(=[O:40])[O:2][CH:3]([CH2:22][CH2:23][CH2:24][CH2:25][CH2:26][CH2:27][CH2:28][CH2:29]/[CH:30]=[CH:31]\[CH2:32]/[CH:33]=[CH:34]\[CH2:35][CH2:36][CH2:37][CH2:38][CH3:39])[CH2:4][CH2:5][CH2:6][CH2:7][CH2:8][CH2:9][CH2:10][CH2:11]/[CH:12]=[CH:13]\[CH2:14]/[CH:15]=[CH:16]\[CH2:17][CH2:18][CH2:19][CH2:20][CH3:21].[CH3:42][N:43]([CH3:66])[CH2:44][CH2:45][CH2:46][NH:47][CH2:48][CH2:49][CH2:50][CH2:51][CH2:52][CH2:53][CH2:54][CH2:55]/[CH:56]=[CH:57]\[CH2:58]/[CH:59]=[CH:60]\[CH2:61][CH2:62][CH2:63][CH2:64][CH3:65].C(N(CC)CC)C. The catalyst is ClCCl. The product is [CH3:66][N:43]([CH3:42])[CH2:44][CH2:45][CH2:46][N:47]([CH2:48][CH2:49][CH2:50][CH2:51][CH2:52][CH2:53][CH2:54][CH2:55]/[CH:56]=[CH:57]\[CH2:58]/[CH:59]=[CH:60]\[CH2:61][CH2:62][CH2:63][CH2:64][CH3:65])[C:1](=[O:40])[O:2][CH:3]([CH2:22][CH2:23][CH2:24][CH2:25][CH2:26][CH2:27][CH2:28][CH2:29]/[CH:30]=[CH:31]\[CH2:32]/[CH:33]=[CH:34]\[CH2:35][CH2:36][CH2:37][CH2:38][CH3:39])[CH2:4][CH2:5][CH2:6][CH2:7][CH2:8][CH2:9][CH2:10][CH2:11]/[CH:12]=[CH:13]\[CH2:14]/[CH:15]=[CH:16]\[CH2:17][CH2:18][CH2:19][CH2:20][CH3:21]. The yield is 0.550.